Dataset: Peptide-MHC class I binding affinity with 185,985 pairs from IEDB/IMGT. Task: Regression. Given a peptide amino acid sequence and an MHC pseudo amino acid sequence, predict their binding affinity value. This is MHC class I binding data. (1) The peptide sequence is LQFPTAFEF. The MHC is Mamu-B52 with pseudo-sequence Mamu-B52. The binding affinity (normalized) is 0.722. (2) The peptide sequence is RQFPDAFEF. The MHC is Mamu-B3901 with pseudo-sequence Mamu-B3901. The binding affinity (normalized) is 0.685. (3) The peptide sequence is IRYLGVLLY. The MHC is HLA-A02:01 with pseudo-sequence HLA-A02:01. The binding affinity (normalized) is 0.0847.